Predict which catalyst facilitates the given reaction. From a dataset of Catalyst prediction with 721,799 reactions and 888 catalyst types from USPTO. (1) Reactant: [CH2:1]([N:3]1[C:8](=[O:9])[C:7]2[C:10]([CH3:18])=[C:11]([C:13]([O:15]CC)=O)[S:12][C:6]=2[NH:5][C:4]1=[O:19])[CH3:2].[CH3:20][NH2:21]. Product: [CH2:1]([N:3]1[C:8](=[O:9])[C:7]2[C:10]([CH3:18])=[C:11]([C:13]([NH:21][CH3:20])=[O:15])[S:12][C:6]=2[NH:5][C:4]1=[O:19])[CH3:2]. The catalyst class is: 24. (2) Reactant: [CH3:1][O:2][C:3]([C@@H:5]1[CH2:9][C@H:8]([N:10]=[N+:11]=[N-:12])[CH2:7][N:6]1C(OC(C)(C)C)=O)=[O:4].[F:20][C:21]([F:26])([F:25])[C:22]([OH:24])=[O:23]. Product: [F:20][C:21]([F:26])([F:25])[C:22]([OH:24])=[O:23].[CH3:1][O:2][C:3]([C@@H:5]1[CH2:9][C@H:8]([N:10]=[N+:11]=[N-:12])[CH2:7][NH:6]1)=[O:4]. The catalyst class is: 2. (3) Reactant: [N:1]1[CH:6]=[CH:5][C:4]([CH:7]=[O:8])=[CH:3][CH:2]=1.[CH3:9][Mg]Br. Product: [N:1]1[CH:6]=[CH:5][C:4]([CH:7]([OH:8])[CH3:9])=[CH:3][CH:2]=1. The catalyst class is: 7.